From a dataset of Peptide-MHC class I binding affinity with 185,985 pairs from IEDB/IMGT. Regression. Given a peptide amino acid sequence and an MHC pseudo amino acid sequence, predict their binding affinity value. This is MHC class I binding data. (1) The peptide sequence is LRARGETYG. The MHC is Mamu-B03 with pseudo-sequence Mamu-B03. The binding affinity (normalized) is 0.285. (2) The peptide sequence is RIRSERPAF. The MHC is HLA-B48:01 with pseudo-sequence HLA-B48:01. The binding affinity (normalized) is 0.0847.